This data is from Forward reaction prediction with 1.9M reactions from USPTO patents (1976-2016). The task is: Predict the product of the given reaction. (1) Given the reactants I[C:2]1[CH:7]=[CH:6][C:5]([N:8]2[CH2:12][CH2:11][CH:10]([N:13]3[CH2:18][CH2:17][CH2:16][CH2:15][CH2:14]3)[CH2:9]2)=[CH:4][CH:3]=1.[Cl:19][C:20]1[CH:25]=[CH:24][C:23]([C:26]2[CH:27]=[CH:28][C:29]([C:32]#[CH:33])=[N:30][CH:31]=2)=[CH:22][CH:21]=1, predict the reaction product. The product is: [Cl:19][C:20]1[CH:21]=[CH:22][C:23]([C:26]2[CH:27]=[CH:28][C:29]([C:32]#[C:33][C:2]3[CH:7]=[CH:6][C:5]([N:8]4[CH2:12][CH2:11][CH:10]([N:13]5[CH2:18][CH2:17][CH2:16][CH2:15][CH2:14]5)[CH2:9]4)=[CH:4][CH:3]=3)=[N:30][CH:31]=2)=[CH:24][CH:25]=1. (2) Given the reactants [CH3:1][O:2][C:3]1[CH:12]=[CH:11][C:10]2[N:9]=[C:8]([C:13]3[CH:18]=[CH:17][CH:16]=[CH:15][CH:14]=3)[C:7](=O)[NH:6][C:5]=2[C:4]=1[C:20]([O:22][CH3:23])=[O:21].P(Cl)(Cl)([Cl:26])=O, predict the reaction product. The product is: [Cl:26][C:7]1[C:8]([C:13]2[CH:18]=[CH:17][CH:16]=[CH:15][CH:14]=2)=[N:9][C:10]2[CH:11]=[CH:12][C:3]([O:2][CH3:1])=[C:4]([C:20]([O:22][CH3:23])=[O:21])[C:5]=2[N:6]=1.